From a dataset of Catalyst prediction with 721,799 reactions and 888 catalyst types from USPTO. Predict which catalyst facilitates the given reaction. Reactant: [Br:1][C:2]1[CH:8]=[C:7]([CH3:9])[C:5]([NH2:6])=[C:4]([CH3:10])[CH:3]=1.[CH:11]1([CH2:16][C:17](Cl)=[O:18])[CH2:15][CH2:14][CH2:13][CH2:12]1.O1CCCC1.C(=O)([O-])[O-].[K+].[K+]. Product: [Br:1][C:2]1[CH:8]=[C:7]([CH3:9])[C:5]([NH:6][C:17](=[O:18])[CH2:16][CH:11]2[CH2:15][CH2:14][CH2:13][CH2:12]2)=[C:4]([CH3:10])[CH:3]=1. The catalyst class is: 10.